Dataset: Peptide-MHC class I binding affinity with 185,985 pairs from IEDB/IMGT. Task: Regression. Given a peptide amino acid sequence and an MHC pseudo amino acid sequence, predict their binding affinity value. This is MHC class I binding data. (1) The peptide sequence is TLFIGSHVV. The MHC is HLA-B53:01 with pseudo-sequence HLA-B53:01. The binding affinity (normalized) is 0. (2) The peptide sequence is VALPNPDPG. The MHC is H-2-Kb with pseudo-sequence H-2-Kb. The binding affinity (normalized) is 0.0352. (3) The peptide sequence is LQDIVNEHDI. The binding affinity (normalized) is 0.0704. The MHC is HLA-A02:01 with pseudo-sequence HLA-A02:01. (4) The peptide sequence is AYNVVNKGHF. The binding affinity (normalized) is 0.430. The MHC is HLA-A23:01 with pseudo-sequence HLA-A23:01. (5) The peptide sequence is NAAGIAWIP. The MHC is HLA-A02:01 with pseudo-sequence HLA-A02:01. The binding affinity (normalized) is 0. (6) The peptide sequence is TRSFTTHFL. The MHC is HLA-A02:19 with pseudo-sequence HLA-A02:19. The binding affinity (normalized) is 0.0847. (7) The peptide sequence is FQWPALHEE. The MHC is HLA-A03:01 with pseudo-sequence HLA-A03:01. The binding affinity (normalized) is 0.0847.